This data is from Forward reaction prediction with 1.9M reactions from USPTO patents (1976-2016). The task is: Predict the product of the given reaction. (1) Given the reactants [OH:1][C@H:2]1[CH2:22][CH2:21][C@@:20]2([CH3:23])[C:4](=[CH:5][CH2:6][C@@H:7]3[C@@H:19]2[CH2:18][CH2:17][C@@:16]2([CH3:24])[C@H:8]3[CH2:9][CH2:10][C@@H:11]2[C:12](=[N:14][OH:15])[CH3:13])[CH2:3]1.[H-].[Na+].Cl.Cl[CH2:29][CH2:30][N:31]1[CH2:35][CH2:34][CH2:33][CH2:32]1, predict the reaction product. The product is: [N:31]1([CH2:30][CH2:29][O:15][N:14]=[C:12]([C@@H:11]2[C@:16]3([CH3:24])[C@H:8]([C@H:7]4[C@H:19]([CH2:18][CH2:17]3)[C@:20]3([CH3:23])[C:4]([CH2:3][C@@H:2]([OH:1])[CH2:22][CH2:21]3)=[CH:5][CH2:6]4)[CH2:9][CH2:10]2)[CH3:13])[CH2:35][CH2:34][CH2:33][CH2:32]1. (2) Given the reactants C[O:2][C:3](=[O:52])[C:4]1[CH:51]=[CH:50][C:7]([C:8]([NH:10][C:11]2[C:19]3[C:14](=[CH:15][CH:16]=[C:17]([S:20]([C:23]4[CH:28]=[C:27]([F:29])[CH:26]=[C:25]([F:30])[CH:24]=4)(=[O:22])=[O:21])[CH:18]=3)[N:13]([C:31]([C:44]3[CH:49]=[CH:48][CH:47]=[CH:46][CH:45]=3)([C:38]3[CH:43]=[CH:42][CH:41]=[CH:40][CH:39]=3)[C:32]3[CH:37]=[CH:36][CH:35]=[CH:34][CH:33]=3)[N:12]=2)=[O:9])=[CH:6][CH:5]=1.O1CCCC1.O.[OH-].[Li+], predict the reaction product. The product is: [F:30][C:25]1[CH:24]=[C:23]([S:20]([C:17]2[CH:18]=[C:19]3[C:14](=[CH:15][CH:16]=2)[N:13]([C:31]([C:32]2[CH:37]=[CH:36][CH:35]=[CH:34][CH:33]=2)([C:44]2[CH:49]=[CH:48][CH:47]=[CH:46][CH:45]=2)[C:38]2[CH:43]=[CH:42][CH:41]=[CH:40][CH:39]=2)[N:12]=[C:11]3[NH:10][C:8](=[O:9])[C:7]2[CH:50]=[CH:51][C:4]([C:3]([OH:52])=[O:2])=[CH:5][CH:6]=2)(=[O:22])=[O:21])[CH:28]=[C:27]([F:29])[CH:26]=1. (3) Given the reactants [CH2:1]([O:8][C:9]1[CH:13]=[C:12]([CH:14]([CH3:16])[CH3:15])[N:11]([CH2:17][CH2:18][OH:19])[N:10]=1)[C:2]1[CH:7]=[CH:6][CH:5]=[CH:4][CH:3]=1.C(N(CC)CC)C.[C:27](Cl)(=[O:34])[C:28]1[CH:33]=[CH:32][CH:31]=[CH:30][CH:29]=1.O, predict the reaction product. The product is: [C:27]([O:19][CH2:18][CH2:17][N:11]1[C:12]([CH:14]([CH3:16])[CH3:15])=[CH:13][C:9]([O:8][CH2:1][C:2]2[CH:3]=[CH:4][CH:5]=[CH:6][CH:7]=2)=[N:10]1)(=[O:34])[C:28]1[CH:33]=[CH:32][CH:31]=[CH:30][CH:29]=1. (4) Given the reactants [NH2:1][C:2]1[CH:3]=[N:4][CH:5]=[CH:6][C:7]=1[C:8]([OH:10])=[O:9].Cl[C:12]([CH2:14][C:15]([O:17][CH3:18])=[O:16])=[O:13].C(N(CC)CC)C, predict the reaction product. The product is: [CH3:18][O:17][C:15]([CH2:14][C:12]([NH:1][C:2]1[CH:3]=[N:4][CH:5]=[CH:6][C:7]=1[C:8]([OH:10])=[O:9])=[O:13])=[O:16].